From a dataset of Full USPTO retrosynthesis dataset with 1.9M reactions from patents (1976-2016). Predict the reactants needed to synthesize the given product. (1) Given the product [CH2:41]([C:43]1[CH:44]=[CH:45][C:46]([F:51])=[C:47]([CH:48]([C:20]2[N:19]([C:22]([C:35]3[CH:36]=[CH:37][CH:38]=[CH:39][CH:40]=3)([C:23]3[CH:28]=[CH:27][CH:26]=[CH:25][CH:24]=3)[C:29]3[CH:30]=[CH:31][CH:32]=[CH:33][CH:34]=3)[N:18]=[C:17]([C:11]3[CH:16]=[CH:15][CH:14]=[CH:13][CH:12]=3)[N:21]=2)[OH:49])[CH:50]=1)[CH3:42], predict the reactants needed to synthesize it. The reactants are: C(C1C=C(C=CC=1)C=O)C.[C:11]1([C:17]2[N:21]=[CH:20][N:19]([C:22]([C:35]3[CH:40]=[CH:39][CH:38]=[CH:37][CH:36]=3)([C:29]3[CH:34]=[CH:33][CH:32]=[CH:31][CH:30]=3)[C:23]3[CH:28]=[CH:27][CH:26]=[CH:25][CH:24]=3)[N:18]=2)[CH:16]=[CH:15][CH:14]=[CH:13][CH:12]=1.[CH2:41]([C:43]1[CH:44]=[CH:45][C:46]([F:51])=[C:47]([CH:50]=1)[CH:48]=[O:49])[CH3:42]. (2) The reactants are: OCC(C)(C)C[O:5][C:6](=[O:25])[CH2:7][CH2:8][CH2:9][C:10]1([C:18]2[CH:23]=[CH:22][C:21]([F:24])=[CH:20][CH:19]=2)[O:15][CH2:14][C:13]([CH3:17])([CH3:16])[CH2:12][O:11]1.CO.[OH-].[Na+].Cl. Given the product [F:24][C:21]1[CH:20]=[CH:19][C:18]([C:10]2([CH2:9][CH2:8][CH2:7][C:6]([OH:25])=[O:5])[O:11][CH2:12][C:13]([CH3:17])([CH3:16])[CH2:14][O:15]2)=[CH:23][CH:22]=1, predict the reactants needed to synthesize it. (3) Given the product [CH2:1]([N:5]1[C:17]2[CH2:16][CH2:15][CH2:14][CH2:13][C:12]=2[C:11]2[C:6]1=[CH:7][CH:8]=[C:9]([NH2:18])[CH:10]=2)[CH:2]([CH3:4])[CH3:3], predict the reactants needed to synthesize it. The reactants are: [CH2:1]([N:5]1[C:17]2[CH2:16][CH2:15][CH2:14][CH2:13][C:12]=2[C:11]2[C:6]1=[CH:7][CH:8]=[C:9]([N+:18]([O-])=O)[CH:10]=2)[CH:2]([CH3:4])[CH3:3].CO.[H][H]. (4) Given the product [CH:23]1([N:28]2[CH2:29][CH2:30][N:31]([CH2:17][C:3]3[NH:4][C:5]([C:7]4[C:16]5[C:11](=[CH:12][CH:13]=[CH:14][CH:15]=5)[CH:10]=[CH:9][CH:8]=4)=[N:6][C:2]=3[CH3:1])[CH2:32][CH2:33]2)[CH2:24][CH2:25][CH2:26][CH2:27]1, predict the reactants needed to synthesize it. The reactants are: [CH3:1][C:2]1[N:6]=[C:5]([C:7]2[C:16]3[C:11](=[CH:12][CH:13]=[CH:14][CH:15]=3)[CH:10]=[CH:9][CH:8]=2)[NH:4][C:3]=1[CH2:17]O.O=S(Cl)Cl.[CH:23]1([N:28]2[CH2:33][CH2:32][NH:31][CH2:30][CH2:29]2)[CH2:27][CH2:26][CH2:25][CH2:24]1.CCN(CC)CC. (5) Given the product [Cl:9][C:4]1[CH:5]=[C:6]([Cl:8])[N:7]=[C:2]([NH:10][C:11]2[CH:16]=[CH:15][CH:14]=[CH:13][CH:12]=2)[N:3]=1, predict the reactants needed to synthesize it. The reactants are: Cl[C:2]1[N:7]=[C:6]([Cl:8])[CH:5]=[C:4]([Cl:9])[N:3]=1.[NH2:10][C:11]1[CH:16]=[CH:15][CH:14]=[CH:13][CH:12]=1.C(N(CC)C(C)C)(C)C. (6) Given the product [NH2:7][CH:4]1[CH2:5][CH2:6][C:2]([C:18]2[CH:23]=[CH:22][CH:21]=[CH:20][CH:19]=2)([OH:1])[CH2:3]1, predict the reactants needed to synthesize it. The reactants are: [OH:1][C:2]1([C:18]2[CH:23]=[CH:22][CH:21]=[CH:20][CH:19]=2)[CH2:6][CH2:5][CH:4]([N:7]2C(=O)C3C(=CC=CC=3)C2=O)[CH2:3]1.CO.O.NN. (7) Given the product [F:1][C:2]([F:7])([F:6])[C:3]([OH:5])=[O:4].[Cl:43][C:30]1[CH:29]=[C:28]([NH:27][C:23]2[N:24]=[CH:25][N:26]=[C:21]3[S:20][C:17]4[C:18]5[C:13]([CH2:14][CH2:15][C:16]=4[C:22]=23)=[N:12][N:11]([CH2:8][CH2:9][CH3:10])[CH:19]=5)[CH:33]=[CH:32][C:31]=1[O:34][CH2:35][C:36]1[CH:41]=[CH:40][CH:39]=[C:38]([F:42])[CH:37]=1, predict the reactants needed to synthesize it. The reactants are: [F:1][C:2]([F:7])([F:6])[C:3]([OH:5])=[O:4].[CH2:8]([N:11]1[CH:19]=[C:18]2[C:13]([CH2:14][CH2:15][C:16]3[C:22]4=[C:23]([NH:27][C:28]5[CH:33]=[CH:32][C:31]([O:34][CH2:35][C:36]6[CH:41]=[CH:40][CH:39]=[C:38]([F:42])[CH:37]=6)=[C:30]([Cl:43])[CH:29]=5)[N:24]=[CH:25][N:26]=[C:21]4[S:20][C:17]=32)=[N:12]1)[CH:9]=[CH2:10]. (8) Given the product [CH:1]1([N:7]2[C:11]([C:12]3[CH:13]=[CH:14][C:15]([F:18])=[CH:16][CH:17]=3)=[C:10]([C:19]3[S:20][CH:21]=[C:22]([CH2:24][C:25]([OH:27])=[O:26])[N:23]=3)[CH:9]=[N:8]2)[CH2:2][CH2:3][CH2:4][CH2:5][CH2:6]1, predict the reactants needed to synthesize it. The reactants are: [CH:1]1([N:7]2[C:11]([C:12]3[CH:17]=[CH:16][C:15]([F:18])=[CH:14][CH:13]=3)=[C:10]([C:19]3[S:20][CH:21]=[C:22]([CH2:24][C:25]([O:27]CC)=[O:26])[N:23]=3)[CH:9]=[N:8]2)[CH2:6][CH2:5][CH2:4][CH2:3][CH2:2]1.[OH-].[Na+]. (9) Given the product [CH3:3][C:4]1[CH:8]=[C:7]([CH3:9])[NH:6][C:5]=1[CH:10]=[C:11]1[C:19]2[C:14](=[CH:15][CH:16]=[CH:17][CH:18]=2)[N:13]([CH3:22])[C:12]1=[O:20], predict the reactants needed to synthesize it. The reactants are: [H-].[Na+].[CH3:3][C:4]1[CH:8]=[C:7]([CH3:9])[NH:6][C:5]=1[CH:10]=[C:11]1[C:19]2[C:14](=[CH:15][CH:16]=[CH:17][CH:18]=2)[NH:13][C:12]1=[O:20].I[CH3:22].O.